From a dataset of NCI-60 drug combinations with 297,098 pairs across 59 cell lines. Regression. Given two drug SMILES strings and cell line genomic features, predict the synergy score measuring deviation from expected non-interaction effect. (1) Drug 1: CS(=O)(=O)C1=CC(=C(C=C1)C(=O)NC2=CC(=C(C=C2)Cl)C3=CC=CC=N3)Cl. Drug 2: CC1=C(C(=O)C2=C(C1=O)N3CC4C(C3(C2COC(=O)N)OC)N4)N. Cell line: TK-10. Synergy scores: CSS=18.2, Synergy_ZIP=-0.00120, Synergy_Bliss=10.9, Synergy_Loewe=6.20, Synergy_HSA=11.1. (2) Drug 1: CC1C(C(CC(O1)OC2CC(CC3=C2C(=C4C(=C3O)C(=O)C5=C(C4=O)C(=CC=C5)OC)O)(C(=O)CO)O)N)O.Cl. Drug 2: CCN(CC)CCCC(C)NC1=C2C=C(C=CC2=NC3=C1C=CC(=C3)Cl)OC. Cell line: SK-MEL-5. Synergy scores: CSS=15.6, Synergy_ZIP=-3.36, Synergy_Bliss=0.436, Synergy_Loewe=-5.34, Synergy_HSA=0.959. (3) Drug 1: CN1C(=O)N2C=NC(=C2N=N1)C(=O)N. Drug 2: C1C(C(OC1N2C=NC3=C2NC=NCC3O)CO)O. Cell line: MALME-3M. Synergy scores: CSS=-0.206, Synergy_ZIP=-0.450, Synergy_Bliss=-2.32, Synergy_Loewe=-1.93, Synergy_HSA=-2.41. (4) Drug 1: C1CC(C1)(C(=O)O)C(=O)O.[NH2-].[NH2-].[Pt+2]. Drug 2: CCN(CC)CCNC(=O)C1=C(NC(=C1C)C=C2C3=C(C=CC(=C3)F)NC2=O)C. Cell line: SF-268. Synergy scores: CSS=12.8, Synergy_ZIP=-2.29, Synergy_Bliss=1.61, Synergy_Loewe=-0.305, Synergy_HSA=-0.108. (5) Drug 1: CS(=O)(=O)C1=CC(=C(C=C1)C(=O)NC2=CC(=C(C=C2)Cl)C3=CC=CC=N3)Cl. Drug 2: CC1=C(C(=O)C2=C(C1=O)N3CC4C(C3(C2COC(=O)N)OC)N4)N. Cell line: HT29. Synergy scores: CSS=36.2, Synergy_ZIP=-2.93, Synergy_Bliss=0.725, Synergy_Loewe=-17.5, Synergy_HSA=-0.120. (6) Drug 2: CC1=CC=C(C=C1)C2=CC(=NN2C3=CC=C(C=C3)S(=O)(=O)N)C(F)(F)F. Synergy scores: CSS=71.1, Synergy_ZIP=10.5, Synergy_Bliss=9.87, Synergy_Loewe=-30.9, Synergy_HSA=11.3. Drug 1: CC1=C2C(C(=O)C3(C(CC4C(C3C(C(C2(C)C)(CC1OC(=O)C(C(C5=CC=CC=C5)NC(=O)OC(C)(C)C)O)O)OC(=O)C6=CC=CC=C6)(CO4)OC(=O)C)OC)C)OC. Cell line: HCT-15. (7) Synergy scores: CSS=1.90, Synergy_ZIP=0.795, Synergy_Bliss=1.46, Synergy_Loewe=-0.725, Synergy_HSA=-0.916. Drug 1: CC1=CC2C(CCC3(C2CCC3(C(=O)C)OC(=O)C)C)C4(C1=CC(=O)CC4)C. Cell line: BT-549. Drug 2: C1=CC=C(C(=C1)C(C2=CC=C(C=C2)Cl)C(Cl)Cl)Cl. (8) Drug 1: CC12CCC3C(C1CCC2=O)CC(=C)C4=CC(=O)C=CC34C. Drug 2: CC1C(C(CC(O1)OC2CC(CC3=C2C(=C4C(=C3O)C(=O)C5=C(C4=O)C(=CC=C5)OC)O)(C(=O)C)O)N)O.Cl. Cell line: NCI-H226. Synergy scores: CSS=43.8, Synergy_ZIP=5.79, Synergy_Bliss=9.61, Synergy_Loewe=8.36, Synergy_HSA=10.3. (9) Drug 1: CN1CCC(CC1)COC2=C(C=C3C(=C2)N=CN=C3NC4=C(C=C(C=C4)Br)F)OC. Drug 2: CC1C(C(CC(O1)OC2CC(OC(C2O)C)OC3=CC4=CC5=C(C(=O)C(C(C5)C(C(=O)C(C(C)O)O)OC)OC6CC(C(C(O6)C)O)OC7CC(C(C(O7)C)O)OC8CC(C(C(O8)C)O)(C)O)C(=C4C(=C3C)O)O)O)O. Cell line: MCF7. Synergy scores: CSS=14.9, Synergy_ZIP=14.5, Synergy_Bliss=20.6, Synergy_Loewe=19.4, Synergy_HSA=20.2.